Dataset: Full USPTO retrosynthesis dataset with 1.9M reactions from patents (1976-2016). Task: Predict the reactants needed to synthesize the given product. (1) Given the product [NH2:30][C:31]1[C:32]([C:38]([NH:29][C:24]2[CH:25]=[N:26][CH:27]=[CH:28][C:23]=2[C:4]2[CH:3]=[C:2]([CH3:1])[N:7]=[C:6]([N:8]([C:16]([O:18][C:19]([CH3:22])([CH3:20])[CH3:21])=[O:17])[C:9]([O:11][C:12]([CH3:13])([CH3:14])[CH3:15])=[O:10])[CH:5]=2)=[O:39])=[N:33][C:34]([Br:37])=[CH:35][CH:36]=1, predict the reactants needed to synthesize it. The reactants are: [CH3:1][C:2]1[N:7]=[C:6]([N:8]([C:16]([O:18][C:19]([CH3:22])([CH3:21])[CH3:20])=[O:17])[C:9]([O:11][C:12]([CH3:15])([CH3:14])[CH3:13])=[O:10])[CH:5]=[C:4]([C:23]2[CH:28]=[CH:27][N:26]=[CH:25][C:24]=2[NH2:29])[CH:3]=1.[NH2:30][C:31]1[C:32]([C:38](O)=[O:39])=[N:33][C:34]([Br:37])=[CH:35][CH:36]=1.C(Cl)CCl.C1C=NC2N(O)N=NC=2C=1. (2) Given the product [C:3]([O:7][C:8]([N:9]([CH3:10])[C@H:11]([C:16]1[O:17][CH:18]=[CH:19][CH:20]=1)[C@H:12]([CH3:15])[CH2:13][O:14][CH2:23][C:24]([OH:26])=[O:25])=[O:21])([CH3:4])([CH3:5])[CH3:6], predict the reactants needed to synthesize it. The reactants are: [H-].[Na+].[C:3]([O:7][C:8](=[O:21])[N:9]([C@H:11]([C:16]1[O:17][CH:18]=[CH:19][CH:20]=1)[C@H:12]([CH3:15])[CH2:13][OH:14])[CH3:10])([CH3:6])([CH3:5])[CH3:4].Br[CH2:23][C:24]([OH:26])=[O:25].[I-].[Na+]. (3) Given the product [NH2:24][C:22]1[N:21]=[C:20]([NH2:25])[C:18]2[C:17](=[N:16][CH:15]=[C:14]([CH2:13][N:12]([C:26]3[CH:31]=[CH:30][CH:29]=[CH:28][C:27]=3[C:5]([OH:7])=[O:6])[CH3:11])[N:19]=2)[N:23]=1, predict the reactants needed to synthesize it. The reactants are: N[C@H](C(O)=O)CC[C:5]([OH:7])=[O:6].[CH3:11][N:12]([C:26]1[CH:27]=[CH:28][C:29](C(N[C@H](C(O)=O)CCC(O)=O)=O)=[CH:30][CH:31]=1)[CH2:13][C:14]1[CH:15]=[N:16][C:17]2[N:23]=[C:22]([NH2:24])[N:21]=[C:20]([NH2:25])[C:18]=2[N:19]=1. (4) Given the product [N:1]1([C:6]2[CH:11]=[C:10]([N+:18]([O-:20])=[O:19])[CH:9]=[CH:8][N+:7]=2[O-:12])[CH:5]=[CH:4][N:3]=[CH:2]1, predict the reactants needed to synthesize it. The reactants are: [N:1]1([C:6]2[CH:11]=[CH:10][CH:9]=[CH:8][N+:7]=2[O-:12])[CH:5]=[CH:4][N:3]=[CH:2]1.S(=O)(=O)(O)O.[N+:18]([O-])([OH:20])=[O:19].C(=O)([O-])[O-].[K+].[K+]. (5) Given the product [C:2]([C:6]1[N:11]=[CH:10][C:9]([C:12]2[N:13]([C:33]([N:35]3[CH2:36][CH2:37][N:38]([CH2:41][C:42]([N:75]4[CH2:76][CH2:77][NH:72][C:73](=[O:78])[CH2:74]4)=[O:43])[CH2:39][CH2:40]3)=[O:34])[C@@:14]([C:26]3[CH:27]=[CH:28][C:29]([Cl:32])=[CH:30][CH:31]=3)([CH3:25])[C@@:15]([C:18]3[CH:23]=[CH:22][C:21]([Cl:24])=[CH:20][CH:19]=3)([CH3:17])[N:16]=2)=[C:8]([O:45][CH2:46][CH3:47])[CH:7]=1)([CH3:4])([CH3:3])[CH3:5], predict the reactants needed to synthesize it. The reactants are: Cl.[C:2]([C:6]1[N:11]=[CH:10][C:9]([C:12]2[N:13]([C:33]([N:35]3[CH2:40][CH2:39][N:38]([CH2:41][C:42](O)=[O:43])[CH2:37][CH2:36]3)=[O:34])[C@@:14]([C:26]3[CH:31]=[CH:30][C:29]([Cl:32])=[CH:28][CH:27]=3)([CH3:25])[C@@:15]([C:18]3[CH:23]=[CH:22][C:21]([Cl:24])=[CH:20][CH:19]=3)([CH3:17])[N:16]=2)=[C:8]([O:45][CH2:46][CH3:47])[CH:7]=1)([CH3:5])([CH3:4])[CH3:3].F[P-](F)(F)(F)(F)F.N1(OC(N(C)C)=[N+](C)C)C2N=CC=CC=2N=N1.[NH:72]1[CH2:77][CH2:76][NH:75][CH2:74][C:73]1=[O:78].C(N(CC)CC)C. (6) Given the product [F:1][C:2]([F:21])([F:20])[C:3]1[CH:8]=[C:7]([C:9]([F:12])([F:11])[F:10])[CH:6]=[CH:5][C:4]=1[C:13]1[CH:17]=[C:16]([CH2:18][N:35]2[C:34]([NH2:39])=[C:33]3[N:40]=[C:30]([C:24]4[CH:25]=[CH:26][CH:27]=[C:28]([F:29])[C:23]=4[F:22])[N:31]=[C:32]3[C:37]([NH2:38])=[N:36]2)[O:15][N:14]=1, predict the reactants needed to synthesize it. The reactants are: [F:1][C:2]([F:21])([F:20])[C:3]1[CH:8]=[C:7]([C:9]([F:12])([F:11])[F:10])[CH:6]=[CH:5][C:4]=1[C:13]1[CH:17]=[C:16]([CH2:18]Cl)[O:15][N:14]=1.[F:22][C:23]1[C:28]([F:29])=[CH:27][CH:26]=[CH:25][C:24]=1[C:30]1[N:40]=[C:33]2[C:34]([NH2:39])=[N:35][NH:36][C:37]([NH2:38])=[C:32]2[N:31]=1. (7) Given the product [O:46]1[CH2:51][CH2:50][O:49][CH2:48][CH:47]1[C:52]1[C:60]2[S:59][C:58]([NH:61][C:6](=[O:8])[C:5]3[CH:9]=[CH:10][C:11]([CH3:12])=[C:3]([O:2][CH3:1])[CH:4]=3)=[N:57][C:56]=2[C:55]([O:62][CH3:63])=[CH:54][CH:53]=1, predict the reactants needed to synthesize it. The reactants are: [CH3:1][O:2][C:3]1[CH:4]=[C:5]([CH:9]=[CH:10][C:11]=1[CH3:12])[C:6]([OH:8])=O.CN(C(ON1N=NC2C=CC=NC1=2)=[N+](C)C)C.F[P-](F)(F)(F)(F)F.C(N(C(C)C)C(C)C)C.[O:46]1[CH2:51][CH2:50][O:49][CH2:48][CH:47]1[C:52]1[C:60]2[S:59][C:58]([NH2:61])=[N:57][C:56]=2[C:55]([O:62][CH3:63])=[CH:54][CH:53]=1. (8) Given the product [F:8][C:6]1[CH:5]=[CH:4][C:3]([O:9][CH3:10])=[C:2]([B:16]([OH:19])[OH:17])[CH:7]=1, predict the reactants needed to synthesize it. The reactants are: Br[C:2]1[CH:7]=[C:6]([F:8])[CH:5]=[CH:4][C:3]=1[O:9][CH3:10].C([Li])CCC.[B:16](OC)([O:19]C)[O:17]C.[Cl-].[NH4+]. (9) Given the product [F:17][C:13]1[CH:14]=[C:15]2[C:10](=[CH:11][CH:12]=1)[N:9]=[C:8]([C:18](=[O:20])[CH3:19])[C:7]([C:26]1[CH:27]=[N:28][CH:29]=[C:24]([F:23])[CH:25]=1)=[CH:16]2, predict the reactants needed to synthesize it. The reactants are: FC(F)(F)S(O[C:7]1[C:8]([C:18](=[O:20])[CH3:19])=[N:9][C:10]2[C:15]([CH:16]=1)=[CH:14][C:13]([F:17])=[CH:12][CH:11]=2)(=O)=O.[F:23][C:24]1[CH:25]=[C:26](B(O)O)[CH:27]=[N:28][CH:29]=1.[F-].[Cs+].